Dataset: Forward reaction prediction with 1.9M reactions from USPTO patents (1976-2016). Task: Predict the product of the given reaction. (1) Given the reactants [NH2:1][CH2:2][C@H:3]([OH:5])[CH3:4].[C:6](O[C:6]([O:8][C:9]([CH3:12])([CH3:11])[CH3:10])=[O:7])([O:8][C:9]([CH3:12])([CH3:11])[CH3:10])=[O:7].O.C(O)(=O)CC(CC(O)=O)(C(O)=O)O, predict the reaction product. The product is: [OH:5][C@H:3]([CH3:4])[CH2:2][NH:1][C:6](=[O:7])[O:8][C:9]([CH3:12])([CH3:11])[CH3:10]. (2) Given the reactants [NH2:1][C:2]1[CH:7]=[CH:6][C:5]([CH3:8])=[CH:4][C:3]=1S(O)(=O)=O.ClC([O:16][CH2:17][CH:18]1C2C=CC=CC=2C2C1=CC=CC=2)=O.C1C2C(CO[C:46]([NH:48][C:49]3[CH:54]=CC(C)=CC=3S(O)(=O)=O)=O)C3C(=CC=CC=3)C=2C=CC=1.C1C2C([CH2:73][O:74]C(=O)NC3C=CC(C)=CC=3S(Cl)(=O)=O)C3C(=CC=CC=3)C=2C=CC=1.NC1C=CC(C)=CC=1S([N:100]([CH3:102])[CH3:101])(=O)=O.Cl[C:104]1[N:109]=[C:108]([NH:110][C:111]2[CH:116]=[CH:115][C:114]([CH3:117])=[CH:113][C:112]=2[S:118]([N:121]([CH3:123])[CH3:122])(=[O:120])=[O:119])[C:107]([Cl:124])=[CH:106][N:105]=1, predict the reaction product. The product is: [Cl:124][C:107]1[C:108]([NH:110][C:111]2[CH:116]=[CH:115][C:114]([CH3:117])=[CH:113][C:112]=2[S:118](=[O:120])(=[O:119])[N:121]([CH3:123])[CH3:122])=[N:109][C:104]([NH:1][C:2]2[C:3]([O:74][CH3:73])=[CH:4][C:5]3[CH2:8][CH2:46][N:48]([CH2:18][C:17]([N:100]([CH3:102])[CH3:101])=[O:16])[CH2:49][CH2:54][C:6]=3[CH:7]=2)=[N:105][CH:106]=1. (3) Given the reactants [CH:1]1([C:4]2[NH:8][N:7]=[C:6]([NH:9][C:10]3[C:15](N)=[CH:14][N:13]=[C:12]([C:17]4[CH:22]=[CH:21][CH:20]=[CH:19][N:18]=4)[N:11]=3)[CH:5]=2)[CH2:3][CH2:2]1.N([O-])=O.[Na+].CC1C=CC(COC(NNC(C2C=NC=CN=2)=O)=O)=CC=1.C([O-])([O-])=O.[Na+].[Na+].[ClH:54], predict the reaction product. The product is: [Cl:54][C:15]1[C:10]([NH:9][C:6]2[CH:5]=[C:4]([CH:1]3[CH2:3][CH2:2]3)[NH:8][N:7]=2)=[N:11][C:12]([C:17]2[CH:22]=[CH:21][CH:20]=[CH:19][N:18]=2)=[N:13][CH:14]=1. (4) Given the reactants [CH3:1][O:2][C:3]([C:5]1[N:6]=[C:7](Br)[C:8]2[C:13]([C:14]=1[OH:15])=[CH:12][CH:11]=[CH:10][C:9]=2[O:16][C:17]1[CH:22]=[CH:21][CH:20]=[CH:19][C:18]=1[O:23][CH3:24])=[O:4].[C:26]([Cu])#[N:27], predict the reaction product. The product is: [CH3:1][O:2][C:3]([C:5]1[N:6]=[C:7]([C:26]#[N:27])[C:8]2[C:13]([C:14]=1[OH:15])=[CH:12][CH:11]=[CH:10][C:9]=2[O:16][C:17]1[CH:22]=[CH:21][CH:20]=[CH:19][C:18]=1[O:23][CH3:24])=[O:4].